Regression. Given two drug SMILES strings and cell line genomic features, predict the synergy score measuring deviation from expected non-interaction effect. From a dataset of NCI-60 drug combinations with 297,098 pairs across 59 cell lines. (1) Cell line: NCI-H460. Drug 2: CN1C2=C(C=C(C=C2)N(CCCl)CCCl)N=C1CCCC(=O)O.Cl. Drug 1: CN1CCC(CC1)COC2=C(C=C3C(=C2)N=CN=C3NC4=C(C=C(C=C4)Br)F)OC. Synergy scores: CSS=5.27, Synergy_ZIP=-0.756, Synergy_Bliss=3.54, Synergy_Loewe=0.668, Synergy_HSA=3.64. (2) Drug 1: C1CN(P(=O)(OC1)NCCCl)CCCl. Drug 2: CC12CCC3C(C1CCC2OP(=O)(O)O)CCC4=C3C=CC(=C4)OC(=O)N(CCCl)CCCl.[Na+]. Cell line: TK-10. Synergy scores: CSS=18.0, Synergy_ZIP=-8.07, Synergy_Bliss=-2.22, Synergy_Loewe=-11.9, Synergy_HSA=-3.83. (3) Drug 1: C1=CC(=CC=C1CCCC(=O)O)N(CCCl)CCCl. Drug 2: C1CN(CCN1C(=O)CCBr)C(=O)CCBr. Cell line: OVCAR-4. Synergy scores: CSS=3.09, Synergy_ZIP=1.95, Synergy_Bliss=2.90, Synergy_Loewe=-0.0981, Synergy_HSA=-0.0502. (4) Drug 1: CC1C(C(CC(O1)OC2CC(OC(C2O)C)OC3=CC4=CC5=C(C(=O)C(C(C5)C(C(=O)C(C(C)O)O)OC)OC6CC(C(C(O6)C)O)OC7CC(C(C(O7)C)O)OC8CC(C(C(O8)C)O)(C)O)C(=C4C(=C3C)O)O)O)O. Drug 2: C1CNP(=O)(OC1)N(CCCl)CCCl. Cell line: T-47D. Synergy scores: CSS=42.5, Synergy_ZIP=1.11, Synergy_Bliss=-0.355, Synergy_Loewe=-52.2, Synergy_HSA=-0.913. (5) Drug 1: CC12CCC3C(C1CCC2=O)CC(=C)C4=CC(=O)C=CC34C. Drug 2: C1CCC(CC1)NC(=O)N(CCCl)N=O. Cell line: A549. Synergy scores: CSS=48.3, Synergy_ZIP=-3.66, Synergy_Bliss=0.147, Synergy_Loewe=-4.72, Synergy_HSA=0.986. (6) Drug 1: CNC(=O)C1=CC=CC=C1SC2=CC3=C(C=C2)C(=NN3)C=CC4=CC=CC=N4. Drug 2: CC12CCC(CC1=CCC3C2CCC4(C3CC=C4C5=CN=CC=C5)C)O. Cell line: NCI-H226. Synergy scores: CSS=2.03, Synergy_ZIP=-0.184, Synergy_Bliss=1.48, Synergy_Loewe=-2.03, Synergy_HSA=-0.920.